From a dataset of Reaction yield outcomes from USPTO patents with 853,638 reactions. Predict the reaction yield, written as a fraction of the theoretical maximum amount of product (1.0 means a 100% yield; for example, 0.34 means a 34% yield). (1) The reactants are [Cl-].[Mg+2].[Cl-].C([O-])(=O)CC([O-])=O.[K+].[K+].[Br:13][C:14]1[CH:15]=[C:16]([CH2:20][CH2:21][C:22]([OH:24])=O)[CH:17]=[CH:18][CH:19]=1.C(N1C=CN=C1)(N1C=CN=C1)=O.BrC1C=C(CCC(O)=O)C=CC=1.C(N1C=CN=C1)(N1C=CN=C1)=O.[C:61]([O:67][CH2:68][CH3:69])(=[O:66])[CH2:62]C([O-])=O.[K+]. The catalyst is C(#N)C.CCN(CC)CC. The product is [Br:13][C:14]1[CH:15]=[C:16]([CH2:20][CH2:21][C:22](=[O:24])[CH2:62][C:61]([O:67][CH2:68][CH3:69])=[O:66])[CH:17]=[CH:18][CH:19]=1. The yield is 0.750. (2) The reactants are C([SiH](CC)CC)C.[Cl:8][C:9]1[CH:27]=[C:26]([Cl:28])[C:25]([O:29]CC2C=CC(OC)=CC=2)=[CH:24][C:10]=1[O:11][C:12]1[N:16]([CH3:17])[N:15]=[C:14]([CH3:18])[C:13]=1[CH:19](O)[CH:20]([CH3:22])[CH3:21]. The catalyst is FC(F)(F)C(O)=O. The product is [Cl:28][C:26]1[CH:27]=[C:9]([Cl:8])[C:10]([O:11][C:12]2[N:16]([CH3:17])[N:15]=[C:14]([CH3:18])[C:13]=2[CH2:19][CH:20]([CH3:21])[CH3:22])=[CH:24][C:25]=1[OH:29]. The yield is 0.900. (3) The reactants are [F:1][C:2]1[CH:7]=[CH:6][C:5]([N:8]2[CH:12]=[CH:11][CH:10]=[N:9]2)=[CH:4][CH:3]=1.[CH:13](=[O:17])[CH:14]([CH3:16])[CH3:15]. No catalyst specified. The product is [F:1][C:2]1[CH:3]=[CH:4][C:5]([N:8]2[C:12]([CH:13]([OH:17])[CH:14]([CH3:16])[CH3:15])=[CH:11][CH:10]=[N:9]2)=[CH:6][CH:7]=1. The yield is 0.450. (4) The reactants are [N:1]12[CH2:8][CH2:7][CH:4]([CH2:5][CH2:6]1)[C@@H:3]([O:9][C:10](=[O:26])[CH:11]([NH:18][CH2:19][C:20]1[CH:25]=[CH:24][CH:23]=[CH:22][CH:21]=1)[C:12]1[CH:17]=[CH:16][CH:15]=[CH:14][CH:13]=1)[CH2:2]2.C(#N)C.[Br:30][CH2:31][C:32]([C:34]1[O:38][N:37]=[C:36]([C:39]([O:41][CH2:42][CH3:43])=[O:40])[CH:35]=1)=[O:33]. The catalyst is C(OCC)(=O)C. The yield is 0.350. The product is [Br-:30].[CH2:19]([NH:18][CH:11]([C:12]1[CH:17]=[CH:16][CH:15]=[CH:14][CH:13]=1)[C:10]([O:9][C@@H:3]1[CH:4]2[CH2:5][CH2:6][N+:1]([CH2:31][C:32]([C:34]3[O:38][N:37]=[C:36]([C:39]([O:41][CH2:42][CH3:43])=[O:40])[CH:35]=3)=[O:33])([CH2:8][CH2:7]2)[CH2:2]1)=[O:26])[C:20]1[CH:25]=[CH:24][CH:23]=[CH:22][CH:21]=1. (5) The reactants are C1[O:10][C:4]2([CH2:9][CH2:8][NH:7][CH2:6][CH2:5]2)OC1.[F:11][C:12]([F:26])([F:25])[C:13]1[CH:14]=[C:15]([CH:18]=[C:19]([C:21]([F:24])([F:23])[F:22])[CH:20]=1)[CH2:16]Br.C(=O)([O-])[O-].[K+].[K+]. The catalyst is CN(C)C=O. The product is [F:11][C:12]([F:25])([F:26])[C:13]1[CH:14]=[C:15]([CH:18]=[C:19]([C:21]([F:24])([F:22])[F:23])[CH:20]=1)[CH2:16][N:7]1[CH2:6][CH2:5][C:4](=[O:10])[CH2:9][CH2:8]1. The yield is 0.720.